From a dataset of Retrosynthesis with 50K atom-mapped reactions and 10 reaction types from USPTO. Predict the reactants needed to synthesize the given product. The reactants are: COC1c2ccccc2C(=O)N1CCBr.Fc1ccc2[nH]cc(CC3CCNCC3)c2c1. Given the product COC1c2ccccc2C(=O)N1CCN1CCC(Cc2c[nH]c3ccc(F)cc23)CC1, predict the reactants needed to synthesize it.